This data is from Full USPTO retrosynthesis dataset with 1.9M reactions from patents (1976-2016). The task is: Predict the reactants needed to synthesize the given product. (1) Given the product [C:67]([C:64]1[CH:63]=[CH:62][C:61]([N:57]2[C:56]([C:54]3[C:53]([CH3:69])=[C:52]([C:70]4[CH:75]=[CH:74][CH:73]=[C:72]([C:76]([F:79])([F:78])[F:77])[CH:71]=4)[C:51]4[N:50]([N:49]=[C:48]([NH:47][C:45]([NH:44][CH2:43][CH3:42])=[O:46])[N:80]=4)[CH:55]=3)=[CH:60][CH:59]=[N:58]2)=[CH:66][CH:65]=1)#[N:68], predict the reactants needed to synthesize it. The reactants are: NC1N=C2C(C3C=CC=C(C(F)(F)F)C=3)=C(C)C(C3N(C4C=CC(C#N)=CC=4)N=CC=3)=CN2N=1.C(N=C=O)C.ClC[CH2:42][CH2:43][NH:44][C:45]([NH:47][C:48]1[N:80]=[C:51]2[C:52]([C:70]3[CH:75]=[CH:74][CH:73]=[C:72]([C:76]([F:79])([F:78])[F:77])[CH:71]=3)=[C:53]([CH3:69])[C:54]([C:56]3[N:57]([C:61]4[CH:66]=[CH:65][C:64]([C:67]#[N:68])=[CH:63][CH:62]=4)[N:58]=[CH:59][CH:60]=3)=[CH:55][N:50]2[N:49]=1)=[O:46]. (2) Given the product [Br:1][C:2]1[C:3]([CH:13]=[O:19])=[CH:4][C:5]([F:12])=[C:6]([CH:11]=1)[C:7]([O:9][CH3:10])=[O:8], predict the reactants needed to synthesize it. The reactants are: [Br:1][C:2]1[C:3]([CH:13](Br)Br)=[CH:4][C:5]([F:12])=[C:6]([CH:11]=1)[C:7]([O:9][CH3:10])=[O:8].C1C[O:19]CC1. (3) The reactants are: C(OC1C=CC(N2CCN(CCCC3CCCCC3)CC2)=CC=1Cl)C1C=CC=CC=1.C([O:38][C:39]1[CH:44]=[CH:43][C:42]([N:45]2[CH2:50][CH2:49][N:48]([CH2:51][CH2:52][CH2:53][CH2:54][CH2:55][CH2:56][CH2:57][CH3:58])[CH2:47][CH2:46]2)=[CH:41][C:40]=1[F:59])C1C=CC=CC=1. Given the product [F:59][C:40]1[CH:41]=[C:42]([N:45]2[CH2:50][CH2:49][N:48]([CH2:51][CH2:52][CH2:53][CH2:54][CH2:55][CH2:56][CH2:57][CH3:58])[CH2:47][CH2:46]2)[CH:43]=[CH:44][C:39]=1[OH:38], predict the reactants needed to synthesize it. (4) Given the product [C:33]([O:32][C:30]([N:27]1[CH2:28][CH2:29][C:25]([N:37]2[CH2:38][CH2:39][CH:40]([NH:1][C:2]3[CH:7]=[C:6]([F:8])[CH:5]=[CH:4][C:3]=3[CH:9]([C:17]([O:19][C:20]([CH3:23])([CH3:22])[CH3:21])=[O:18])[C:10]([O:12][C:13]([CH3:15])([CH3:16])[CH3:14])=[O:11])[CH2:41][CH2:42]2)([CH3:24])[CH2:26]1)=[O:31])([CH3:34])([CH3:35])[CH3:36], predict the reactants needed to synthesize it. The reactants are: [NH2:1][C:2]1[CH:7]=[C:6]([F:8])[CH:5]=[CH:4][C:3]=1[CH:9]([C:17]([O:19][C:20]([CH3:23])([CH3:22])[CH3:21])=[O:18])[C:10]([O:12][C:13]([CH3:16])([CH3:15])[CH3:14])=[O:11].[CH3:24][C:25]1([N:37]2[CH2:42][CH2:41][C:40](=O)[CH2:39][CH2:38]2)[CH2:29][CH2:28][N:27]([C:30]([O:32][C:33]([CH3:36])([CH3:35])[CH3:34])=[O:31])[CH2:26]1. (5) Given the product [ClH:1].[ClH:48].[CH3:24][N:23]([CH2:22][C@H:19]1[CH2:20][CH2:21][C@H:16]([NH:15][C:5]2[C:4]3[C:9](=[CH:10][CH:11]=[C:2]([C:30]4[CH:31]=[CH:32][C:27]([OH:26])=[CH:28][CH:29]=4)[N:3]=3)[N:8]=[CH:7][C:6]=2[C:12](=[O:14])[CH3:13])[CH2:17][CH2:18]1)[CH3:25], predict the reactants needed to synthesize it. The reactants are: [Cl:1][C:2]1[N:3]=[C:4]2[C:9](=[CH:10][CH:11]=1)[N:8]=[CH:7][C:6]([C:12](=[O:14])[CH3:13])=[C:5]2[NH:15][C@H:16]1[CH2:21][CH2:20][C@H:19]([CH2:22][N:23]([CH3:25])[CH3:24])[CH2:18][CH2:17]1.[OH:26][C:27]1[CH:32]=[CH:31][C:30](B(O)O)=[CH:29][CH:28]=1.C1(N)C(F)=C(F)C(F)=C(N)C=1F.[ClH:48].Cl.